Dataset: Reaction yield outcomes from USPTO patents with 853,638 reactions. Task: Predict the reaction yield, written as a fraction of the theoretical maximum amount of product (1.0 means a 100% yield; for example, 0.34 means a 34% yield). (1) The reactants are [ClH:1].[Br:2][C:3]1[CH:4]=[C:5]([N:10]2[C:14](=[O:15])[O:13][N:12]=[C:11]2[C:16]2[C:17]([NH:21][CH2:22][CH2:23][NH:24]C(=O)OC(C)(C)C)=[N:18][O:19][N:20]=2)[CH:6]=[CH:7][C:8]=1[F:9]. The catalyst is C(OCC)(=O)C. The product is [ClH:1].[NH2:24][CH2:23][CH2:22][NH:21][C:17]1[C:16]([C:11]2[N:10]([C:5]3[CH:6]=[CH:7][C:8]([F:9])=[C:3]([Br:2])[CH:4]=3)[C:14](=[O:15])[O:13][N:12]=2)=[N:20][O:19][N:18]=1. The yield is 0.950. (2) The reactants are [CH3:1][C:2]1[N:3]=[C:4]([C:8]2[C:13]([O:14][C:15]3[C:24]4[C:19](=[CH:20][C:21]([OH:27])=[C:22]([O:25][CH3:26])[CH:23]=4)[N:18]=[CH:17][CH:16]=3)=[CH:12][C:11]([CH3:28])=[C:10]([CH3:29])[N:9]=2)[S:5][C:6]=1[CH3:7].C(=O)([O-])[O-].[K+].[K+].[CH2:36]([CH:38]1[O:40][CH2:39]1)Br. The catalyst is CN(C)C=O. The product is [CH3:1][C:2]1[N:3]=[C:4]([C:8]2[C:13]([O:14][C:15]3[C:24]4[C:19](=[CH:20][C:21]([O:27][CH2:36][CH:38]5[CH2:39][O:40]5)=[C:22]([O:25][CH3:26])[CH:23]=4)[N:18]=[CH:17][CH:16]=3)=[CH:12][C:11]([CH3:28])=[C:10]([CH3:29])[N:9]=2)[S:5][C:6]=1[CH3:7]. The yield is 0.940. (3) The reactants are [CH2:1]([O:8][C:9]([NH:11][C@H:12]1[CH2:15][C@@H:14]([C:16]([OH:18])=O)[C:13]1([CH3:20])[CH3:19])=[O:10])[C:2]1[CH:7]=[CH:6][CH:5]=[CH:4][CH:3]=1.[CH:21]1[CH:22]=[CH:23][C:24]2N(O)N=[N:27][C:25]=2C=1.C(C1CCN([C:39]([O-:41])=[O:40])CC1)C.[CH3:42][CH2:43]N(CC)CC. The catalyst is C(Cl)Cl. The product is [CH2:1]([O:8][C:9]([NH:11][C@H:12]1[CH2:15][C@@H:14]([C:16]([N:27]2[CH2:21][CH2:22][CH:23]([C:39]([O:41][CH2:42][CH3:43])=[O:40])[CH2:24][CH2:25]2)=[O:18])[C:13]1([CH3:20])[CH3:19])=[O:10])[C:2]1[CH:3]=[CH:4][CH:5]=[CH:6][CH:7]=1. The yield is 0.577. (4) The catalyst is O1CCOCC1. The product is [O:16]1[CH2:17][CH2:18][CH:13]([O:12][C:9]2[C:10]3[N:11]=[C:2]([C:27]4[CH:28]=[C:29]([NH:33][S:34]([C:37]5[CH:38]=[CH:39][CH:40]=[CH:41][CH:42]=5)(=[O:35])=[O:36])[CH:30]=[N:31][CH:32]=4)[CH:3]=[CH:4][C:5]=3[N:6]=[CH:7][N:8]=2)[CH2:14][CH2:15]1. The reactants are Cl[C:2]1[CH:3]=[CH:4][C:5]2[N:6]=[CH:7][N:8]=[C:9]([O:12][CH:13]3[CH2:18][CH2:17][O:16][CH2:15][CH2:14]3)[C:10]=2[N:11]=1.CC1(C)C(C)(C)OB([C:27]2[CH:28]=[C:29]([NH:33][S:34]([C:37]3[CH:42]=[CH:41][CH:40]=[CH:39][CH:38]=3)(=[O:36])=[O:35])[CH:30]=[N:31][CH:32]=2)O1.C([O-])(O)=O.[Na+]. The yield is 0.190. (5) The reactants are [C:1]([O:5][C:6]([NH:8][C@H:9]([CH2:21][C:22]1[CH:27]=[C:26]([F:28])[C:25]([F:29])=[CH:24][C:23]=1[F:30])[CH2:10][C:11]([N:13]1[CH2:17][CH2:16][S:15][CH:14]1[C:18](O)=[O:19])=[O:12])=[O:7])([CH3:4])([CH3:3])[CH3:2].[NH2:31][CH2:32][CH2:33][C:34]1[N:38]=[CH:37][NH:36][CH:35]=1.CCN=C=NCCCN(C)C.C1C=CC2N(O)N=NC=2C=1.CCN(C(C)C)C(C)C. The catalyst is C(Cl)Cl. The product is [NH:36]1[CH:35]=[C:34]([CH2:33][CH2:32][NH:31][C:18]([CH:14]2[N:13]([C:11](=[O:12])[CH2:10][C@H:9]([NH:8][C:6](=[O:7])[O:5][C:1]([CH3:4])([CH3:3])[CH3:2])[CH2:21][C:22]3[CH:27]=[C:26]([F:28])[C:25]([F:29])=[CH:24][C:23]=3[F:30])[CH2:17][CH2:16][S:15]2)=[O:19])[N:38]=[CH:37]1. The yield is 0.150. (6) The reactants are C(OC([NH:8][CH2:9][CH:10]1[CH2:15][CH2:14][CH2:13][N:12]([C:16]([NH2:18])=[O:17])[CH2:11]1)=O)(C)(C)C.S(=O)(=O)(O)O. The catalyst is CO.O1CCOCC1. The product is [NH2:8][CH2:9][CH:10]1[CH2:15][CH2:14][CH2:13][N:12]([C:16]([NH2:18])=[O:17])[CH2:11]1. The yield is 0.870. (7) The reactants are [CH3:1][O:2][C:3](=[O:22])[C:4]1[CH:9]=[C:8]([N+:10]([O-])=O)[C:7]([NH2:13])=[C:6]([F:14])[C:5]=1[NH:15][C:16]1[CH:21]=[CH:20][CH:19]=[CH:18][CH:17]=1.C([O-])=O.[NH4+]. The catalyst is C(O)C.[OH-].[OH-].[Pd+2]. The product is [CH3:1][O:2][C:3](=[O:22])[C:4]1[CH:9]=[C:8]([NH2:10])[C:7]([NH2:13])=[C:6]([F:14])[C:5]=1[NH:15][C:16]1[CH:17]=[CH:18][CH:19]=[CH:20][CH:21]=1. The yield is 0.930.